Dataset: Peptide-MHC class II binding affinity with 134,281 pairs from IEDB. Task: Regression. Given a peptide amino acid sequence and an MHC pseudo amino acid sequence, predict their binding affinity value. This is MHC class II binding data. (1) The peptide sequence is YVILAILTIIGLVAA. The MHC is DRB1_0802 with pseudo-sequence DRB1_0802. The binding affinity (normalized) is 0.259. (2) The peptide sequence is LSPISNMVSMANNHM. The MHC is DRB5_0101 with pseudo-sequence DRB5_0101. The binding affinity (normalized) is 0.266. (3) The peptide sequence is LHQNFKDTSMQKTIP. The MHC is DRB1_0301 with pseudo-sequence DRB1_0301. The binding affinity (normalized) is 0.523. (4) The peptide sequence is ASPMLYQLLEAVYGN. The MHC is HLA-DQA10301-DQB10302 with pseudo-sequence HLA-DQA10301-DQB10302. The binding affinity (normalized) is 0.0792. (5) The binding affinity (normalized) is 0.590. The peptide sequence is GELQIVDKIDAAFHI. The MHC is DRB5_0101 with pseudo-sequence DRB5_0101. (6) The peptide sequence is LKTRPILSPLTKGIL. The MHC is HLA-DQA10401-DQB10402 with pseudo-sequence HLA-DQA10401-DQB10402. The binding affinity (normalized) is 0.197. (7) The MHC is HLA-DPA10201-DPB10501 with pseudo-sequence HLA-DPA10201-DPB10501. The peptide sequence is AFQFYFELLLFDYPT. The binding affinity (normalized) is 0.262.